This data is from Full USPTO retrosynthesis dataset with 1.9M reactions from patents (1976-2016). The task is: Predict the reactants needed to synthesize the given product. (1) Given the product [CH:13]1([NH:16][C:4]2[C:5](=[O:12])[C:6](=[O:11])[C:7]=2[O:8][CH2:9][CH3:10])[CH2:15][CH2:14]1, predict the reactants needed to synthesize it. The reactants are: C(O[C:4]1[C:5](=[O:12])[C:6](=[O:11])[C:7]=1[O:8][CH2:9][CH3:10])C.[CH:13]1([NH2:16])[CH2:15][CH2:14]1.C(N(CC)CC)C. (2) Given the product [C:1]([C:5]1[CH:6]=[C:7]2[C:11](=[CH:12][CH:13]=1)[C@H:10]([NH:14][C:15]([NH:17][C:18]1[CH:26]=[CH:25][CH:24]=[C:23]3[C:19]=1[CH:20]=[N:21][NH:22]3)=[O:16])[C@H:9]([F:27])[CH2:8]2)([CH3:4])([CH3:2])[CH3:3], predict the reactants needed to synthesize it. The reactants are: [C:1]([C:5]1[CH:6]=[C:7]2[C:11](=[CH:12][CH:13]=1)[CH:10]([NH:14][C:15]([NH:17][C:18]1[CH:26]=[CH:25][CH:24]=[C:23]3[C:19]=1[CH:20]=[N:21][NH:22]3)=[O:16])[CH:9]([F:27])[CH2:8]2)([CH3:4])([CH3:3])[CH3:2].N.CO. (3) The reactants are: C([O:8][C:9]1[CH:10]=[C:11]([CH:20]([OH:28])[C:21]2[CH:26]=[CH:25][C:24]([CH3:27])=[CH:23][CH:22]=2)[CH:12]=[C:13]2[C:18]=1[N:17]=[CH:16][NH:15][C:14]2=[O:19])C1C=CC=CC=1.B(Br)(Br)Br. Given the product [OH:8][C:9]1[CH:10]=[C:11]([CH:20]([OH:28])[C:21]2[CH:26]=[CH:25][C:24]([CH3:27])=[CH:23][CH:22]=2)[CH:12]=[C:13]2[C:18]=1[N:17]=[CH:16][NH:15][C:14]2=[O:19], predict the reactants needed to synthesize it. (4) Given the product [CH3:1][O:18][C:17](=[O:19])[C:16]([CH3:21])([CH3:20])[CH:15]([C:14]([C:24]1[CH:29]=[CH:28][CH:27]=[CH:26][CH:25]=1)([C:30]1[CH:35]=[CH:34][CH:33]=[CH:32][CH:31]=1)[O:13][SiH2:12][C:8]([CH3:9])([CH3:10])[CH3:11])[CH:22]=[CH2:23], predict the reactants needed to synthesize it. The reactants are: [CH3:1][Si](C=[N+]=[N-])(C)C.[C:8]([SiH2:12][O:13][C:14]([C:30]1[CH:35]=[CH:34][CH:33]=[CH:32][CH:31]=1)([C:24]1[CH:29]=[CH:28][CH:27]=[CH:26][CH:25]=1)[CH:15]([CH:22]=[CH2:23])[C:16]([CH3:21])([CH3:20])[C:17]([OH:19])=[O:18])([CH3:11])([CH3:10])[CH3:9].C(O)(=O)C. (5) Given the product [Br:1][CH2:2][CH2:3][N:5]1[C:13]2[C:8](=[CH:9][CH:10]=[CH:11][CH:12]=2)[CH2:7][CH2:6]1, predict the reactants needed to synthesize it. The reactants are: [Br:1][CH2:2][CH2:3]Br.[NH:5]1[C:13]2[C:8](=[CH:9][CH:10]=[CH:11][CH:12]=2)[CH2:7][CH2:6]1.C(N(CC)CC)C. (6) Given the product [Cl:1][C:2]1[CH:3]=[C:4]([NH:10][C:11]2[N:19]=[CH:18][CH:17]=[CH:16][C:12]=2[C:13]([NH:25][C:21]([CH3:22])([C:23]#[CH:24])[CH3:20])=[O:15])[CH:5]=[C:6]([O:8][CH3:9])[CH:7]=1, predict the reactants needed to synthesize it. The reactants are: [Cl:1][C:2]1[CH:3]=[C:4]([NH:10][C:11]2[N:19]=[CH:18][CH:17]=[CH:16][C:12]=2[C:13]([OH:15])=O)[CH:5]=[C:6]([O:8][CH3:9])[CH:7]=1.[CH3:20][C:21]([NH2:25])([C:23]#[CH:24])[CH3:22].C1C=CC2N(O)N=NC=2C=1.CCN=C=NCCCN(C)C.CCN(C(C)C)C(C)C. (7) Given the product [C:18]([C:22]1[CH:23]=[C:24]([NH:43][C:44]([NH:46][C@@H:47]2[C:56]3[C:51](=[CH:52][CH:53]=[CH:54][CH:55]=3)[C@H:50]([O:57][C:58]3[CH:59]=[CH:60][C:61]4[N:62]([C:64]([CH:67]([CH3:69])[CH3:68])=[N:65][N:66]=4)[CH:63]=3)[CH2:49][CH2:48]2)=[O:45])[N:25]([C:27]2[CH:32]=[CH:31][CH:30]=[C:29]([O:33][CH2:34][CH2:35][OH:36])[CH:28]=2)[N:26]=1)([CH3:21])([CH3:20])[CH3:19], predict the reactants needed to synthesize it. The reactants are: C1(C)C=CC(S([O-])(=O)=O)=CC=1.[NH+]1C=CC=CC=1.[C:18]([C:22]1[CH:23]=[C:24]([NH:43][C:44]([NH:46][C@@H:47]2[C:56]3[C:51](=[CH:52][CH:53]=[CH:54][CH:55]=3)[C@H:50]([O:57][C:58]3[CH:59]=[CH:60][C:61]4[N:62]([C:64]([CH:67]([CH3:69])[CH3:68])=[N:65][N:66]=4)[CH:63]=3)[CH2:49][CH2:48]2)=[O:45])[N:25]([C:27]2[CH:32]=[CH:31][CH:30]=[C:29]([O:33][CH2:34][CH2:35][O:36]C3CCCCO3)[CH:28]=2)[N:26]=1)([CH3:21])([CH3:20])[CH3:19]. (8) The reactants are: C[O:2][C:3]1[C:10]([CH3:11])=[C:9]([O:12][CH3:13])[CH:8]=[CH:7][C:4]=1[CH:5]=[O:6].[Cl-].[Be+2].[Cl-].Cl. Given the product [OH:2][C:3]1[C:10]([CH3:11])=[C:9]([O:12][CH3:13])[CH:8]=[CH:7][C:4]=1[CH:5]=[O:6], predict the reactants needed to synthesize it. (9) Given the product [NH2:1][C:2]1[N:7]([C:8]2[C:22]([F:23])=[CH:21][C:11]([O:12][CH2:13][CH2:14][CH2:15][NH:40][C@H:39]([C:38]([O:37][CH2:35][CH3:36])=[O:45])[CH2:41][CH:42]([CH3:44])[CH3:43])=[CH:10][C:9]=2[F:24])[C:6](=[O:25])[CH:5]=[CH:4][C:3]=1[C:26](=[O:34])[C:27]1[CH:28]=[CH:29][C:30]([F:33])=[CH:31][CH:32]=1, predict the reactants needed to synthesize it. The reactants are: [NH2:1][C:2]1[N:7]([C:8]2[C:22]([F:23])=[CH:21][C:11]([O:12][CH2:13][CH2:14][CH2:15]OS(C)(=O)=O)=[CH:10][C:9]=2[F:24])[C:6](=[O:25])[CH:5]=[CH:4][C:3]=1[C:26](=[O:34])[C:27]1[CH:32]=[CH:31][C:30]([F:33])=[CH:29][CH:28]=1.[CH2:35]([O:37][C:38](=[O:45])[C@H:39]([CH2:41][CH:42]([CH3:44])[CH3:43])[NH2:40])[CH3:36]. (10) Given the product [Br:1][C:2]1[C:7]([NH:8][C:14](=[O:15])[O:13][C:10]([CH3:12])([CH3:11])[CH3:9])=[CH:6][CH:5]=[CH:4][N:3]=1, predict the reactants needed to synthesize it. The reactants are: [Br:1][C:2]1[C:7]([NH2:8])=[CH:6][CH:5]=[CH:4][N:3]=1.[CH3:9][C:10]([O:13][C:14](O[C:14]([O:13][C:10]([CH3:12])([CH3:11])[CH3:9])=[O:15])=[O:15])([CH3:12])[CH3:11].C([O-])([O-])=O.[K+].[K+].CO.